From a dataset of Catalyst prediction with 721,799 reactions and 888 catalyst types from USPTO. Predict which catalyst facilitates the given reaction. (1) Reactant: [CH2:1]([O:8][C:9]1[C:16]([O:17][CH2:18][C:19]2[CH:24]=[CH:23][CH:22]=[CH:21][CH:20]=2)=[CH:15][C:12]([CH:13]=[O:14])=[C:11]([F:25])[CH:10]=1)[C:2]1[CH:7]=[CH:6][CH:5]=[CH:4][CH:3]=1.CC(C)=[O:28].OS(O)(=O)=O.O=[Cr](=O)=O.C(O)CC. Product: [CH2:1]([O:8][C:9]1[C:16]([O:17][CH2:18][C:19]2[CH:24]=[CH:23][CH:22]=[CH:21][CH:20]=2)=[CH:15][C:12]([C:13]([OH:28])=[O:14])=[C:11]([F:25])[CH:10]=1)[C:2]1[CH:3]=[CH:4][CH:5]=[CH:6][CH:7]=1. The catalyst class is: 21. (2) Reactant: [OH:1][C:2]1[CH:3]=[C:4]2[C:8](=[CH:9][CH:10]=1)[CH:7]([NH:11][S:12]([CH:15]([CH3:17])[CH3:16])(=[O:14])=[O:13])[CH2:6][CH2:5]2.C(=O)([O-])[O-].[K+].[K+].Br[CH2:25][C:26]1[CH:31]=[CH:30][CH:29]=[CH:28][C:27]=1[C:32]([F:35])([F:34])[F:33]. Product: [F:33][C:32]([F:34])([F:35])[C:27]1[CH:28]=[CH:29][CH:30]=[CH:31][C:26]=1[CH2:25][O:1][C:2]1[CH:3]=[C:4]2[C:8](=[CH:9][CH:10]=1)[CH:7]([NH:11][S:12]([CH:15]([CH3:17])[CH3:16])(=[O:14])=[O:13])[CH2:6][CH2:5]2. The catalyst class is: 9.